This data is from Full USPTO retrosynthesis dataset with 1.9M reactions from patents (1976-2016). The task is: Predict the reactants needed to synthesize the given product. (1) Given the product [Cl:7][C:8]1[CH:21]=[C:20]([Cl:22])[CH:19]=[CH:18][C:9]=1[O:10][C:11]1[N:16]=[CH:15][C:14]([N:17]=[CH:4][N:3]([CH2:1][CH3:2])[CH3:6])=[CH:13][CH:12]=1, predict the reactants needed to synthesize it. The reactants are: [CH2:1]([N:3]([CH3:6])[CH:4]=O)[CH3:2].[Cl:7][C:8]1[CH:21]=[C:20]([Cl:22])[CH:19]=[CH:18][C:9]=1[O:10][C:11]1[N:16]=[CH:15][C:14]([NH2:17])=[CH:13][CH:12]=1.[OH-].[Na+]. (2) Given the product [N:7]1([C:4](=[O:6])[CH2:3][C:1]#[N:2])[CH2:12][CH2:11][O:10][CH2:9][CH2:8]1, predict the reactants needed to synthesize it. The reactants are: [C:1]([CH2:3][C:4]([OH:6])=O)#[N:2].[NH:7]1[CH2:12][CH2:11][O:10][CH2:9][CH2:8]1.O.ON1C2C=CC=CC=2N=N1.Cl.CN(C)CCCN=C=NCC. (3) Given the product [CH2:18]([O:20][C:21]1[CH:26]=[CH:25][CH:24]=[CH:23][C:22]=1[N:27]1[CH2:28][CH2:29][N:30]([C:2]2[C:7]([C:8]#[N:9])=[C:6]([NH:10][CH2:11][CH2:12][OH:13])[N:5]=[C:4]([NH:14][CH2:15][CH2:16][OH:17])[N:3]=2)[CH2:31][CH2:32]1)[CH3:19], predict the reactants needed to synthesize it. The reactants are: Cl[C:2]1[C:7]([C:8]#[N:9])=[C:6]([NH:10][CH2:11][CH2:12][OH:13])[N:5]=[C:4]([NH:14][CH2:15][CH2:16][OH:17])[N:3]=1.[CH2:18]([O:20][C:21]1[CH:26]=[CH:25][CH:24]=[CH:23][C:22]=1[N:27]1[CH2:32][CH2:31][NH:30][CH2:29][CH2:28]1)[CH3:19].C(N(C(C)C)C(C)C)C. (4) The reactants are: [NH2:1][C:2]1[CH:7]=[C:6]([Br:8])[CH:5]=[CH:4][C:3]=1[NH-:9].[O:10]=[C:11]1[C:23]2[CH:22]=[CH:21][CH:20]=[C:19]([C:24](O)=O)[C:18]=2[C:17]2[C:12]1=[CH:13][CH:14]=[CH:15][CH:16]=2. Given the product [Br:8][C:6]1[CH:5]=[CH:4][C:3]2[N:9]=[C:24]([C:19]3[C:18]4[C:17]5[C:12](=[CH:13][CH:14]=[CH:15][CH:16]=5)[C:11](=[O:10])[C:23]=4[CH:22]=[CH:21][CH:20]=3)[NH:1][C:2]=2[CH:7]=1, predict the reactants needed to synthesize it. (5) Given the product [F:1][C:2]1[CH:7]=[CH:6][C:5]([N:8]2[C:12]([C:13]3[CH:18]=[C:17]([CH2:19][O:20][C@H:21]([CH3:26])[C:22]([F:24])([F:25])[F:23])[CH:16]=[C:15]([F:27])[CH:14]=3)=[CH:11][C:10]([NH:28][C:35]([C@H:32]3[CH2:31][C:30](=[O:29])[NH:34][CH2:33]3)=[O:36])=[N:9]2)=[CH:4][CH:3]=1, predict the reactants needed to synthesize it. The reactants are: [F:1][C:2]1[CH:7]=[CH:6][C:5]([N:8]2[C:12]([C:13]3[CH:18]=[C:17]([CH2:19][O:20][C@H:21]([CH3:26])[C:22]([F:25])([F:24])[F:23])[CH:16]=[C:15]([F:27])[CH:14]=3)=[CH:11][C:10]([NH2:28])=[N:9]2)=[CH:4][CH:3]=1.[O:29]=[C:30]1[NH:34][CH2:33][C@@H:32]([C:35](O)=[O:36])[CH2:31]1.CCN=C=NCCCN(C)C.Cl.O. (6) Given the product [CH3:1][C:2]1[CH:7]=[CH:6][C:5]([S:8]([O:11][CH:12]2[CH2:17][CH2:16][CH:15]([O:18][CH2:21][C:22]3[CH:27]=[CH:26][CH:25]=[CH:24][CH:23]=3)[CH2:14][CH2:13]2)(=[O:10])=[O:9])=[CH:4][CH:3]=1, predict the reactants needed to synthesize it. The reactants are: [CH3:1][C:2]1[CH:7]=[CH:6][C:5]([S:8]([O:11][CH:12]2[CH2:17][CH2:16][CH:15]([OH:18])[CH2:14][CH2:13]2)(=[O:10])=[O:9])=[CH:4][CH:3]=1.[H-].[Na+].[CH2:21](Br)[C:22]1[CH:27]=[CH:26][CH:25]=[CH:24][CH:23]=1. (7) The reactants are: [Cl:1][C:2]1[CH:3]=[C:4]([NH:8][C:9]([NH:11][C:12]([CH:14]2[CH2:19][CH2:18][CH2:17][CH2:16][CH2:15]2)=[O:13])=S)[CH:5]=[CH:6][CH:7]=1.CN(C)CCCN=C=NCC.[NH:31]1[C:39]2[C:34](=[CH:35][CH:36]=[C:37]([NH2:40])[CH:38]=2)[CH:33]=[N:32]1. Given the product [NH:31]1[C:39]2[C:34](=[CH:35][CH:36]=[C:37]([NH:40]/[C:9](/[NH:8][C:4]3[CH:5]=[CH:6][CH:7]=[C:2]([Cl:1])[CH:3]=3)=[N:11]\[C:12]([CH:14]3[CH2:19][CH2:18][CH2:17][CH2:16][CH2:15]3)=[O:13])[CH:38]=2)[CH:33]=[N:32]1, predict the reactants needed to synthesize it. (8) The reactants are: [Li]CCCC.Br[C:7]1[CH:8]=[C:9]2[C:14](=[CH:15][CH:16]=1)[O:13][C:12]([CH3:18])([CH3:17])[CH:11]=[CH:10]2.[CH3:19][O:20][C:21]1[CH:22]=[C:23]2[C:28](=[CH:29][C:30]=1[O:31][CH3:32])[O:27][CH2:26][CH2:25][CH:24]2[CH:33]=[O:34].[NH4+].[Cl-]. Given the product [CH3:19][O:20][C:21]1[CH:22]=[C:23]2[C:28](=[CH:29][C:30]=1[O:31][CH3:32])[O:27][CH2:26][CH2:25][CH:24]2[CH:33]([C:7]1[CH:8]=[C:9]2[C:14](=[CH:15][CH:16]=1)[O:13][C:12]([CH3:18])([CH3:17])[CH:11]=[CH:10]2)[OH:34], predict the reactants needed to synthesize it. (9) Given the product [CH3:1][O:2][C:3]1[N:4]([C:19]2[CH:24]=[CH:23][CH:22]=[CH:21][CH:20]=2)[C:5]([C:13]2[CH:18]=[CH:17][CH:16]=[CH:15][CH:14]=2)=[C:6]([C:8]([OH:10])=[O:9])[N:7]=1, predict the reactants needed to synthesize it. The reactants are: [CH3:1][O:2][C:3]1[N:4]([C:19]2[CH:24]=[CH:23][CH:22]=[CH:21][CH:20]=2)[C:5]([C:13]2[CH:18]=[CH:17][CH:16]=[CH:15][CH:14]=2)=[C:6]([C:8]([O:10]CC)=[O:9])[N:7]=1.[OH-].[Na+].C(O)C.Cl. (10) The reactants are: Br[C:2]1[CH:3]=[C:4]([C:8]2[N:9]([C:13]3[CH:18]=[CH:17][CH:16]=[CH:15][CH:14]=3)[CH:10]=[CH:11][N:12]=2)[CH:5]=[CH:6][CH:7]=1.[NH2:19][C:20]1[CH:25]=[CH:24][CH:23]=[CH:22][CH:21]=1.CC(C)([O-])C.[Na+].C1(P(C2CCCCC2)C2C=CC=CC=2C2C(OC)=CC=CC=2OC)CCCCC1. Given the product [C:20]1([NH:19][C:2]2[CH:7]=[CH:6][CH:5]=[C:4]([C:8]3[N:9]([C:13]4[CH:18]=[CH:17][CH:16]=[CH:15][CH:14]=4)[CH:10]=[CH:11][N:12]=3)[CH:3]=2)[CH:25]=[CH:24][CH:23]=[CH:22][CH:21]=1, predict the reactants needed to synthesize it.